The task is: Predict the reactants needed to synthesize the given product.. This data is from Full USPTO retrosynthesis dataset with 1.9M reactions from patents (1976-2016). (1) The reactants are: C(N(CCCC)C(C1N=C(C2C=CC(C(OC)=O)=CC=2C(N2CCC3C(=CC=CC=3)C2)=O)NC=1)=O)CCC.[CH2:39]([N:43]([CH2:87][CH2:88][CH2:89][CH3:90])[C:44]([C:46]1[N:47]=[C:48]([C:59]2[CH:74]=[CH:73][C:62]([C:63]([O:65][CH2:66][C:67]3[CH:72]=[CH:71][CH:70]=[CH:69][CH:68]=3)=[O:64])=[CH:61][C:60]=2[C:75]([N:77]2[CH2:86][CH2:85][C:84]3[C:79](=[CH:80][CH:81]=[CH:82][CH:83]=3)[CH2:78]2)=[O:76])[N:49](COCC[Si](C)(C)C)[CH:50]=1)=[O:45])[CH2:40][CH2:41][CH3:42]. Given the product [CH2:39]([N:43]([CH2:87][CH2:88][CH2:89][CH3:90])[C:44]([C:46]1[N:47]=[C:48]([C:59]2[CH:74]=[CH:73][C:62]([C:63]([O:65][CH2:66][C:67]3[CH:72]=[CH:71][CH:70]=[CH:69][CH:68]=3)=[O:64])=[CH:61][C:60]=2[C:75]([N:77]2[CH2:86][CH2:85][C:84]3[C:79](=[CH:80][CH:81]=[CH:82][CH:83]=3)[CH2:78]2)=[O:76])[NH:49][CH:50]=1)=[O:45])[CH2:40][CH2:41][CH3:42], predict the reactants needed to synthesize it. (2) Given the product [C:31]([O:30][C:28]([CH2:27][CH2:26][CH2:25][O:4][C:3]1[CH:5]=[CH:6][CH:7]=[CH:8][C:2]=1[C:1]([O:10][CH2:11][CH3:12])=[O:9])=[O:29])([CH3:34])([CH3:33])[CH3:32], predict the reactants needed to synthesize it. The reactants are: [C:1]([O:10][CH2:11][CH3:12])(=[O:9])[C:2]1[C:3](=[CH:5][CH:6]=[CH:7][CH:8]=1)[OH:4].C(=O)([O-])[O-].[Cs+].[Cs+].CN(C)C=O.Cl[CH2:25][CH2:26][CH2:27][C:28]([O:30][C:31]([CH3:34])([CH3:33])[CH3:32])=[O:29]. (3) Given the product [C:13]1([S:19]([N:3]2[CH2:4][CH2:5][CH:25]([C:24]([O:27][CH2:28][CH3:29])=[O:26])[CH2:7][CH2:6]2)(=[O:21])=[O:20])[CH:18]=[CH:17][CH:16]=[CH:15][CH:14]=1, predict the reactants needed to synthesize it. The reactants are: C([N:3]([CH2:6][CH3:7])[CH2:4][CH3:5])C.O1CCCC1.[C:13]1([S:19](Cl)(=[O:21])=[O:20])[CH:18]=[CH:17][CH:16]=[CH:15][CH:14]=1.Cl.[C:24]([O:27][CH2:28][CH3:29])(=[O:26])[CH3:25]. (4) Given the product [CH3:20][C:15]1([CH3:21])[C:16]([CH3:19])([CH3:18])[O:17][B:13]([C:2]2[CH:7]=[CH:6][C:5]([S:8]([CH3:11])(=[O:10])=[O:9])=[CH:4][C:3]=2[CH3:12])[O:14]1, predict the reactants needed to synthesize it. The reactants are: Br[C:2]1[CH:7]=[CH:6][C:5]([S:8]([CH3:11])(=[O:10])=[O:9])=[CH:4][C:3]=1[CH3:12].[B:13]1([B:13]2[O:17][C:16]([CH3:19])([CH3:18])[C:15]([CH3:21])([CH3:20])[O:14]2)[O:17][C:16]([CH3:19])([CH3:18])[C:15]([CH3:21])([CH3:20])[O:14]1.C([O-])(=O)C.[K+]. (5) Given the product [OH:21][CH:19]([CH3:20])[CH2:18][N:3]1[C:4]2[C:9](=[C:8]([C:11]([F:12])([F:14])[F:13])[C:7]([C:15]#[N:16])=[CH:6][CH:5]=2)[CH:10]=[C:2]1[CH3:1], predict the reactants needed to synthesize it. The reactants are: [CH3:1][C:2]1[NH:3][C:4]2[C:9]([CH:10]=1)=[C:8]([C:11]([F:14])([F:13])[F:12])[C:7]([C:15]#[N:16])=[CH:6][CH:5]=2.Cl[CH2:18][CH:19]([OH:21])[CH3:20]. (6) Given the product [C:44]([OH:51])(=[O:50])/[CH:45]=[CH:46]\[C:47]([OH:49])=[O:48].[C:44]([OH:51])(=[O:50])/[CH:45]=[CH:46]\[C:47]([OH:49])=[O:48].[C:1]1([C@@H:7]([CH3:43])[CH2:8][NH:9][C:10](=[O:42])[C:11]2[CH:16]=[CH:15][C:14]([C:17]3[C:25]4[C:20](=[N:21][CH:22]=[N:23][C:24]=4[NH2:26])[N:19]([C@H:27]4[CH2:32][CH2:31][C@@H:30]([N:33]5[CH2:38][CH2:37][N:36]([CH3:39])[CH2:35][CH2:34]5)[CH2:29][CH2:28]4)[N:18]=3)=[CH:13][C:12]=2[O:40][CH3:41])[CH:6]=[CH:5][CH:4]=[CH:3][CH:2]=1, predict the reactants needed to synthesize it. The reactants are: [C:1]1([C@@H:7]([CH3:43])[CH2:8][NH:9][C:10](=[O:42])[C:11]2[CH:16]=[CH:15][C:14]([C:17]3[C:25]4[C:20](=[N:21][CH:22]=[N:23][C:24]=4[NH2:26])[N:19]([C@H:27]4[CH2:32][CH2:31][C@@H:30]([N:33]5[CH2:38][CH2:37][N:36]([CH3:39])[CH2:35][CH2:34]5)[CH2:29][CH2:28]4)[N:18]=3)=[CH:13][C:12]=2[O:40][CH3:41])[CH:6]=[CH:5][CH:4]=[CH:3][CH:2]=1.[C:44]([OH:51])(=[O:50])/[CH:45]=[CH:46]\[C:47]([OH:49])=[O:48]. (7) The reactants are: C([O:3][C:4](=O)[C:5]1[CH:10]=[CH:9][CH:8]=[C:7]([CH2:11][C:12]2[C:13]([CH3:25])=[N:14][C:15]([NH2:24])=[N:16][C:17]=2[NH:18][CH2:19][CH2:20][CH2:21][CH2:22][CH3:23])[CH:6]=1)C.[H-].[Al+3].[Li+].[H-].[H-].[H-].O.O.O.O.O.O.O.O.O.O.S([O-])([O-])(=O)=O.[Na+].[Na+]. Given the product [NH2:24][C:15]1[N:14]=[C:13]([CH3:25])[C:12]([CH2:11][C:7]2[CH:6]=[C:5]([CH2:4][OH:3])[CH:10]=[CH:9][CH:8]=2)=[C:17]([NH:18][CH2:19][CH2:20][CH2:21][CH2:22][CH3:23])[N:16]=1, predict the reactants needed to synthesize it. (8) Given the product [Si:22]([O:21][CH2:20][C@@H:12]1[C@H:13]2[O:14][C:15]([CH3:18])([CH3:19])[O:16][C@H:17]2[C@H:10]([C:3]2[CH:4]=[N:5][N:6]3[C:7](=[S:9])[NH:8][CH:39]=[N:1][C:2]=23)[O:11]1)([C:35]([CH3:38])([CH3:37])[CH3:36])([C:23]1[CH:24]=[CH:25][CH:26]=[CH:27][CH:28]=1)[C:29]1[CH:30]=[CH:31][CH:32]=[CH:33][CH:34]=1, predict the reactants needed to synthesize it. The reactants are: [NH2:1][C:2]1[N:6]([C:7](=[S:9])[NH2:8])[N:5]=[CH:4][C:3]=1[CH:10]1[C@H:17]2[C@H:13]([O:14][C:15]([CH3:19])([CH3:18])[O:16]2)[C@@H:12]([CH2:20][O:21][Si:22]([C:35]([CH3:38])([CH3:37])[CH3:36])([C:29]2[CH:34]=[CH:33][CH:32]=[CH:31][CH:30]=2)[C:23]2[CH:28]=[CH:27][CH:26]=[CH:25][CH:24]=2)[O:11]1.[CH:39](OCC)(OCC)OCC.